Dataset: Peptide-MHC class I binding affinity with 185,985 pairs from IEDB/IMGT. Task: Regression. Given a peptide amino acid sequence and an MHC pseudo amino acid sequence, predict their binding affinity value. This is MHC class I binding data. (1) The peptide sequence is RLLRFTGLF. The MHC is HLA-B18:01 with pseudo-sequence HLA-B18:01. The binding affinity (normalized) is 0.0847. (2) The peptide sequence is ILRSIEGEL. The MHC is HLA-B07:02 with pseudo-sequence HLA-B07:02. The binding affinity (normalized) is 0.0359.